From a dataset of Merck oncology drug combination screen with 23,052 pairs across 39 cell lines. Regression. Given two drug SMILES strings and cell line genomic features, predict the synergy score measuring deviation from expected non-interaction effect. (1) Drug 1: O=S1(=O)NC2(CN1CC(F)(F)F)C1CCC2Cc2cc(C=CCN3CCC(C(F)(F)F)CC3)ccc2C1. Drug 2: COC1CC2CCC(C)C(O)(O2)C(=O)C(=O)N2CCCCC2C(=O)OC(C(C)CC2CCC(OP(C)(C)=O)C(OC)C2)CC(=O)C(C)C=C(C)C(O)C(OC)C(=O)C(C)CC(C)C=CC=CC=C1C. Cell line: UACC62. Synergy scores: synergy=11.9. (2) Drug 1: COC1=C2CC(C)CC(OC)C(O)C(C)C=C(C)C(OC(N)=O)C(OC)C=CC=C(C)C(=O)NC(=CC1=O)C2=O. Drug 2: CCC1(O)C(=O)OCc2c1cc1n(c2=O)Cc2cc3c(CN(C)C)c(O)ccc3nc2-1. Cell line: SW620. Synergy scores: synergy=18.6.